Regression. Given a peptide amino acid sequence and an MHC pseudo amino acid sequence, predict their binding affinity value. This is MHC class I binding data. From a dataset of Peptide-MHC class I binding affinity with 185,985 pairs from IEDB/IMGT. (1) The peptide sequence is LFQLCTFTK. The MHC is HLA-A03:01 with pseudo-sequence HLA-A03:01. The binding affinity (normalized) is 0.438. (2) The peptide sequence is MPVETLFGSY. The MHC is HLA-B54:01 with pseudo-sequence HLA-B54:01. The binding affinity (normalized) is 0.569. (3) The peptide sequence is IAFSSGTVI. The MHC is HLA-A02:01 with pseudo-sequence HLA-A02:01. The binding affinity (normalized) is 0.0121. (4) The peptide sequence is NRIDILDSAM. The MHC is HLA-B27:05 with pseudo-sequence HLA-B27:05. The binding affinity (normalized) is 0.758. (5) The peptide sequence is ILHVDILSF. The MHC is HLA-B15:03 with pseudo-sequence HLA-B15:03. The binding affinity (normalized) is 0.707.